This data is from Forward reaction prediction with 1.9M reactions from USPTO patents (1976-2016). The task is: Predict the product of the given reaction. Given the reactants Br[C:2]1[CH:9]=[CH:8][C:5]([CH:6]=[O:7])=[CH:4][CH:3]=1.[CH2:10]([O:12][C:13]1[CH:14]=[C:15](B(O)O)[CH:16]=[CH:17][CH:18]=1)[CH3:11].C(=O)([O-])[O-].[Na+].[Na+], predict the reaction product. The product is: [CH2:10]([O:12][C:13]1[CH:18]=[C:17]([C:2]2[CH:9]=[CH:8][C:5]([CH:6]=[O:7])=[CH:4][CH:3]=2)[CH:16]=[CH:15][CH:14]=1)[CH3:11].